From a dataset of NCI-60 drug combinations with 297,098 pairs across 59 cell lines. Regression. Given two drug SMILES strings and cell line genomic features, predict the synergy score measuring deviation from expected non-interaction effect. (1) Cell line: T-47D. Drug 2: CC1CC(C(C(C=C(C(C(C=CC=C(C(=O)NC2=CC(=O)C(=C(C1)C2=O)OC)C)OC)OC(=O)N)C)C)O)OC. Drug 1: C1CC(C1)(C2=CC=C(C=C2)C3=C(C=C4C(=N3)C=CN5C4=NNC5=O)C6=CC=CC=C6)N. Synergy scores: CSS=33.0, Synergy_ZIP=3.13, Synergy_Bliss=2.54, Synergy_Loewe=-1.70, Synergy_HSA=4.05. (2) Drug 2: CC(C)NC(=O)C1=CC=C(C=C1)CNNC.Cl. Synergy scores: CSS=0.484, Synergy_ZIP=-0.415, Synergy_Bliss=-0.782, Synergy_Loewe=-5.29, Synergy_HSA=-2.99. Drug 1: CS(=O)(=O)C1=CC(=C(C=C1)C(=O)NC2=CC(=C(C=C2)Cl)C3=CC=CC=N3)Cl. Cell line: TK-10. (3) Drug 1: C1=CC(=CC=C1CCC2=CNC3=C2C(=O)NC(=N3)N)C(=O)NC(CCC(=O)O)C(=O)O. Drug 2: C1C(C(OC1N2C=C(C(=O)NC2=O)F)CO)O. Cell line: NCI-H522. Synergy scores: CSS=57.2, Synergy_ZIP=8.60, Synergy_Bliss=7.79, Synergy_Loewe=3.47, Synergy_HSA=11.3. (4) Drug 1: CC1=C2C(C(=O)C3(C(CC4C(C3C(C(C2(C)C)(CC1OC(=O)C(C(C5=CC=CC=C5)NC(=O)OC(C)(C)C)O)O)OC(=O)C6=CC=CC=C6)(CO4)OC(=O)C)OC)C)OC. Drug 2: CNC(=O)C1=CC=CC=C1SC2=CC3=C(C=C2)C(=NN3)C=CC4=CC=CC=N4. Cell line: UO-31. Synergy scores: CSS=41.1, Synergy_ZIP=-0.538, Synergy_Bliss=0.593, Synergy_Loewe=-41.1, Synergy_HSA=0.611. (5) Drug 1: CC12CCC3C(C1CCC2=O)CC(=C)C4=CC(=O)C=CC34C. Drug 2: CCCCCOC(=O)NC1=NC(=O)N(C=C1F)C2C(C(C(O2)C)O)O. Cell line: A498. Synergy scores: CSS=46.4, Synergy_ZIP=-2.09, Synergy_Bliss=0.000511, Synergy_Loewe=0.831, Synergy_HSA=0.950. (6) Drug 1: CCC1=CC2CC(C3=C(CN(C2)C1)C4=CC=CC=C4N3)(C5=C(C=C6C(=C5)C78CCN9C7C(C=CC9)(C(C(C8N6C)(C(=O)OC)O)OC(=O)C)CC)OC)C(=O)OC.C(C(C(=O)O)O)(C(=O)O)O. Drug 2: C(=O)(N)NO. Cell line: UACC-257. Synergy scores: CSS=21.4, Synergy_ZIP=-6.49, Synergy_Bliss=-1.18, Synergy_Loewe=-26.8, Synergy_HSA=-3.45. (7) Drug 1: CS(=O)(=O)C1=CC(=C(C=C1)C(=O)NC2=CC(=C(C=C2)Cl)C3=CC=CC=N3)Cl. Drug 2: COCCOC1=C(C=C2C(=C1)C(=NC=N2)NC3=CC=CC(=C3)C#C)OCCOC.Cl. Cell line: KM12. Synergy scores: CSS=16.3, Synergy_ZIP=-7.97, Synergy_Bliss=1.88, Synergy_Loewe=-3.01, Synergy_HSA=1.09. (8) Drug 1: C1=NC2=C(N=C(N=C2N1C3C(C(C(O3)CO)O)O)F)N. Drug 2: CC1=C(C=C(C=C1)NC(=O)C2=CC=C(C=C2)CN3CCN(CC3)C)NC4=NC=CC(=N4)C5=CN=CC=C5. Cell line: EKVX. Synergy scores: CSS=-4.95, Synergy_ZIP=-1.46, Synergy_Bliss=-9.10, Synergy_Loewe=-5.99, Synergy_HSA=-8.76.